From a dataset of Full USPTO retrosynthesis dataset with 1.9M reactions from patents (1976-2016). Predict the reactants needed to synthesize the given product. (1) Given the product [Br:11][C:5]1[CH:6]=[C:7]([C:8]2[O:10][C:18]3[C:17]([F:20])=[C:16]([F:21])[CH:15]=[CH:14][C:13]=3[N:12]=2)[C:2]([NH2:1])=[N:3][CH:4]=1, predict the reactants needed to synthesize it. The reactants are: [NH2:1][C:2]1[C:7]([C:8]([OH:10])=O)=[CH:6][C:5]([Br:11])=[CH:4][N:3]=1.[NH2:12][C:13]1[C:18](O)=[C:17]([F:20])[C:16]([F:21])=[CH:15][CH:14]=1. (2) Given the product [C:9]1([S:8][C:6]2[CH:5]=[CH:4][N:3]=[C:2]([NH:30][C:26]3[CH:27]=[CH:28][CH:29]=[C:24]([NH2:31])[CH:25]=3)[N:7]=2)[CH:14]=[CH:13][CH:12]=[CH:11][CH:10]=1, predict the reactants needed to synthesize it. The reactants are: Cl[C:2]1[N:7]=[C:6]([S:8][C:9]2[CH:14]=[CH:13][CH:12]=[CH:11][CH:10]=2)[CH:5]=[CH:4][N:3]=1.C(N(C(C)C)CC)(C)C.[C:24]1([NH2:31])[CH:29]=[CH:28][CH:27]=[C:26]([NH2:30])[CH:25]=1. (3) Given the product [N:1]1[CH:6]=[CH:5][C:4]([NH:7][C:8](=[O:9])[O:10][C:11]([CH3:14])([CH3:13])[CH3:12])=[CH:3][CH:2]=1, predict the reactants needed to synthesize it. The reactants are: [N:1]1[CH:6]=[CH:5][C:4]([NH2:7])=[CH:3][CH:2]=1.[C:8](O[C:8]([O:10][C:11]([CH3:14])([CH3:13])[CH3:12])=[O:9])([O:10][C:11]([CH3:14])([CH3:13])[CH3:12])=[O:9]. (4) Given the product [C:1]([O:5][C:6]([N:8]1[CH2:13][CH2:12][CH:11]([N:15]2[C:23]3[C:18](=[CH:19][CH:20]=[CH:21][CH:22]=3)[CH2:17][CH2:16]2)[CH2:10][CH2:9]1)=[O:7])([CH3:4])([CH3:3])[CH3:2], predict the reactants needed to synthesize it. The reactants are: [C:1]([O:5][C:6]([N:8]1[CH2:13][CH2:12][C:11](=O)[CH2:10][CH2:9]1)=[O:7])([CH3:4])([CH3:3])[CH3:2].[NH:15]1[C:23]2[C:18](=[CH:19][CH:20]=[CH:21][CH:22]=2)[CH2:17][CH2:16]1.C(O)(=O)C.C(O[BH-](OC(=O)C)OC(=O)C)(=O)C.[Na+]. (5) Given the product [F:64][CH:32]([F:31])[O:33][C:34]1[CH:35]=[C:36]2[C:40](=[CH:41][CH:42]=1)[N:39]([CH3:43])[N:38]=[C:37]2[C:44]1[N:45]=[C:46]2[C:52]([C:53]([NH:25][C:26]([CH3:30])([CH3:29])[CH2:27][OH:28])=[O:54])=[CH:51][N:50]([CH2:56][O:57][CH2:58][CH2:59][Si:60]([CH3:62])([CH3:61])[CH3:63])[C:47]2=[N:48][CH:49]=1, predict the reactants needed to synthesize it. The reactants are: CN(C(ON1N=NC2C=CC=NC1=2)=[N+](C)C)C.F[P-](F)(F)(F)(F)F.[NH2:25][C:26]([CH3:30])([CH3:29])[CH2:27][OH:28].[F:31][CH:32]([F:64])[O:33][C:34]1[CH:35]=[C:36]2[C:40](=[CH:41][CH:42]=1)[N:39]([CH3:43])[N:38]=[C:37]2[C:44]1[N:45]=[C:46]2[C:52]([C:53](O)=[O:54])=[CH:51][N:50]([CH2:56][O:57][CH2:58][CH2:59][Si:60]([CH3:63])([CH3:62])[CH3:61])[C:47]2=[N:48][CH:49]=1.